Dataset: Forward reaction prediction with 1.9M reactions from USPTO patents (1976-2016). Task: Predict the product of the given reaction. (1) Given the reactants O[CH2:2][C:3]1[N:4]=[C:5]([C:8]2[CH:9]=[C:10]([C:14]3[CH2:20][C:19](=[O:21])[NH:18][C:17]4[CH:22]=[C:23]([N:26]5[CH:30]=[CH:29][CH:28]=[CH:27]5)[CH:24]=[CH:25][C:16]=4[N:15]=3)[CH:11]=[CH:12][CH:13]=2)[O:6][CH:7]=1.C(Cl)[Cl:32], predict the reaction product. The product is: [Cl:32][CH2:2][C:3]1[N:4]=[C:5]([C:8]2[CH:9]=[C:10]([C:14]3[CH2:20][C:19](=[O:21])[NH:18][C:17]4[CH:22]=[C:23]([N:26]5[CH:30]=[CH:29][CH:28]=[CH:27]5)[CH:24]=[CH:25][C:16]=4[N:15]=3)[CH:11]=[CH:12][CH:13]=2)[O:6][CH:7]=1. (2) Given the reactants Cl[C:2]1[N:7]=[C:6]([N:8]2[CH2:13][CH2:12][O:11][CH2:10][CH2:9]2)[N:5]=[C:4]([NH:14][C:15]2[CH:20]=[CH:19][C:18]([O:21][C:22]([F:25])([F:24])[F:23])=[CH:17][CH:16]=2)[N:3]=1.O.[NH2:27][NH2:28], predict the reaction product. The product is: [NH:27]([C:2]1[N:7]=[C:6]([N:8]2[CH2:13][CH2:12][O:11][CH2:10][CH2:9]2)[N:5]=[C:4]([NH:14][C:15]2[CH:20]=[CH:19][C:18]([O:21][C:22]([F:25])([F:24])[F:23])=[CH:17][CH:16]=2)[N:3]=1)[NH2:28]. (3) Given the reactants [I-].[CH2:2]([N+:4]1(C)[CH2:9][CH2:8][C:7](=[O:10])[CH2:6][CH2:5]1)[CH3:3].[CH:12]1(N)CC1.C(=O)([O-])O.[Na+], predict the reaction product. The product is: [CH:2]1([N:4]2[CH2:9][CH2:8][C:7](=[O:10])[CH2:6][CH2:5]2)[CH2:3][CH2:12]1.